From a dataset of Peptide-MHC class I binding affinity with 185,985 pairs from IEDB/IMGT. Regression. Given a peptide amino acid sequence and an MHC pseudo amino acid sequence, predict their binding affinity value. This is MHC class I binding data. (1) The peptide sequence is LMYDIINSV. The MHC is H-2-Kb with pseudo-sequence H-2-Kb. The binding affinity (normalized) is 0.962. (2) The peptide sequence is VMAFIAFLR. The MHC is HLA-A31:01 with pseudo-sequence HLA-A31:01. The binding affinity (normalized) is 0.973. (3) The binding affinity (normalized) is 0.742. The MHC is HLA-A02:06 with pseudo-sequence HLA-A02:06. The peptide sequence is FMVFLQTHI. (4) The peptide sequence is QENVFHTMW. The MHC is HLA-B44:02 with pseudo-sequence HLA-B44:02. The binding affinity (normalized) is 0.801.